This data is from Forward reaction prediction with 1.9M reactions from USPTO patents (1976-2016). The task is: Predict the product of the given reaction. (1) Given the reactants [F:1][C:2]1[C:7]([O:8][CH3:9])=[CH:6][C:5]([O:10][CH3:11])=[C:4]([F:12])[C:3]=1[C:13]1[N:18]=[CH:17][C:16]2[C:19]([C:28]3[CH:29]=[C:30]4[C:34](=[CH:35][CH:36]=3)[C:33](=[O:37])[N:32]([CH:38]3[CH2:43][CH2:42]OCC3)[CH2:31]4)=[N:20][N:21](C3CCCCO3)[C:15]=2[CH:14]=1.[OH:44][C@H:45]1CC[C@H](N2CC3C(=CC=C(B4O[C:46](C)([CH3:47])[C:45](C)(C)[O:44]4)C=3)C2=O)[CH2:47][CH2:46]1, predict the reaction product. The product is: [F:12][C:4]1[C:5]([O:10][CH3:11])=[CH:6][C:7]([O:8][CH3:9])=[C:2]([F:1])[C:3]=1[C:13]1[N:18]=[CH:17][C:16]2[C:19]([C:28]3[CH:29]=[C:30]4[C:34](=[CH:35][CH:36]=3)[C:33](=[O:37])[N:32]([C@H:38]3[CH2:47][CH2:46][C@H:45]([OH:44])[CH2:42][CH2:43]3)[CH2:31]4)=[N:20][NH:21][C:15]=2[CH:14]=1. (2) Given the reactants NC(=O)CO[CH2:5][C:6]1[N:10]=[C:9]([C@H:11]([CH2:17][CH2:18][CH2:19][CH:20]2[CH2:25][CH2:24][CH2:23][CH2:22][CH2:21]2)[CH2:12][C:13]([NH:15][OH:16])=[O:14])[O:8][N:7]=1.C1(CCCC(C2ON=C(C[CH2:47][C:48]([O:50][CH2:51][CH3:52])=[O:49])N=2)CC(O)=O)CCCCC1.CN1CCOCC1.ClC(OCC(C)C)=O.C[Si](C)(C)ON, predict the reaction product. The product is: [CH:20]1([CH2:19][CH2:18][CH2:17][C@@H:11]([C:9]2[O:8][N:7]=[C:6]([CH2:5][CH2:47][C:48]([O:50][CH2:51][CH3:52])=[O:49])[N:10]=2)[CH2:12][C:13]([NH:15][OH:16])=[O:14])[CH2:21][CH2:22][CH2:23][CH2:24][CH2:25]1.